From a dataset of Reaction yield outcomes from USPTO patents with 853,638 reactions. Predict the reaction yield, written as a fraction of the theoretical maximum amount of product (1.0 means a 100% yield; for example, 0.34 means a 34% yield). The yield is 0.950. The catalyst is C(Cl)Cl. The product is [NH:8]1[CH2:9][CH:10]([N:12]2[CH2:17][CH2:16][N:15]([CH3:18])[C:14](=[O:19])[CH2:13]2)[CH2:11]1. The reactants are C(OC([N:8]1[CH2:11][CH:10]([N:12]2[CH2:17][CH2:16][N:15]([CH3:18])[C:14](=[O:19])[CH2:13]2)[CH2:9]1)=O)(C)(C)C.C(O)(C(F)(F)F)=O.